Dataset: Cav3 T-type calcium channel HTS with 100,875 compounds. Task: Binary Classification. Given a drug SMILES string, predict its activity (active/inactive) in a high-throughput screening assay against a specified biological target. (1) The molecule is S(Oc1c(c2oc(=O)cc(c2cc1)CC)C)(=O)(=O)C. The result is 0 (inactive). (2) The compound is s1c(c(nc1NC(=O)C(CC)CC)c1cc2c(N(C(=O)C3CC3)CC2)cc1)C. The result is 0 (inactive). (3) The compound is O(c1cc(C2C3CN(CC=C3C(=C(N)C2(C#N)C#N)C#N)C)ccc1OC(C)C)C. The result is 0 (inactive). (4) The drug is S(CC(=O)N1CC(CCC1)C)c1n(c(nn1)c1cccnc1)c1ccc(OC)cc1. The result is 0 (inactive). (5) The result is 0 (inactive). The compound is O1c2c(OCC1)ccc(c2)C(=O)COc1ncnc2c1cccc2.